Dataset: Reaction yield outcomes from USPTO patents with 853,638 reactions. Task: Predict the reaction yield, written as a fraction of the theoretical maximum amount of product (1.0 means a 100% yield; for example, 0.34 means a 34% yield). (1) The reactants are [Cl-:1].[Cl-].[Cl-].[Al+3].[CH3:5][C:6]1[CH:7]=[C:8]([CH:12]=[C:13]([CH3:15])[CH:14]=1)[C:9](Cl)=[O:10]. The catalyst is ClC1C=CC=CC=1. The product is [CH3:5][C:6]1[CH:7]=[C:8]([C:9](=[O:10])[C:6]2[CH:7]=[CH:8][C:12]([Cl:1])=[CH:13][CH:14]=2)[CH:12]=[C:13]([CH3:15])[CH:14]=1. The yield is 0.860. (2) The reactants are [NH2:1][C:2]1[N:3]=[C:4]([N:19]2[CH2:24][CH2:23][N:22]([C:25](=[O:35])[CH2:26][O:27][C:28]3[CH:33]=[CH:32][C:31]([Cl:34])=[CH:30][CH:29]=3)[CH2:21][CH2:20]2)[C:5]2[N:10]=[C:9]([CH2:11][C:12]3[CH:17]=[CH:16][C:15]([Cl:18])=[CH:14][CH:13]=3)[S:8][C:6]=2[N:7]=1.[OH-].[Na+].[CH3:38]I. The catalyst is CN(C=O)C.ClCCl. The product is [NH2:1][C:2]1[N:3]=[C:4]([N:19]2[CH2:24][CH2:23][N:22]([C:25](=[O:35])[CH2:26][O:27][C:28]3[CH:29]=[CH:30][C:31]([Cl:34])=[CH:32][CH:33]=3)[CH2:21][CH2:20]2)[C:5]2[N:10]=[C:9]([CH:11]([C:12]3[CH:17]=[CH:16][C:15]([Cl:18])=[CH:14][CH:13]=3)[CH3:38])[S:8][C:6]=2[N:7]=1. The yield is 0.740. (3) The reactants are C(OC([N:8]([CH2:53][C:54]1[CH:59]=[CH:58][C:57]([Cl:60])=[CH:56][CH:55]=1)[CH2:9][C:10]([C@:12]12[CH2:48][C:47](=[O:49])[C:46]([CH:50]([CH3:52])[CH3:51])=[C:13]1[C@@H:14]1[C@@:27]([CH3:30])([CH2:28][CH2:29]2)[C@@:26]2([CH3:31])[C@@H:17]([C@:18]3([CH3:45])[C@@H:23]([CH2:24][CH2:25]2)[C:22]([CH3:33])([CH3:32])[C@@H:21]([O:34][C:35](=[O:44])[CH2:36][C:37]([CH3:43])([CH3:42])[CH2:38][C:39]([OH:41])=[O:40])[CH2:20][CH2:19]3)[CH2:16][CH2:15]1)=[O:11])=O)(C)(C)C.FC(F)(F)C(O)=O. The catalyst is ClCCl. The product is [Cl:60][C:57]1[CH:56]=[CH:55][C:54]([CH2:53][NH:8][CH2:9][C:10]([C@:12]23[CH2:48][C:47](=[O:49])[C:46]([CH:50]([CH3:51])[CH3:52])=[C:13]2[C@@H:14]2[C@@:27]([CH3:30])([CH2:28][CH2:29]3)[C@@:26]3([CH3:31])[C@@H:17]([C@:18]4([CH3:45])[C@@H:23]([CH2:24][CH2:25]3)[C:22]([CH3:32])([CH3:33])[C@@H:21]([O:34][C:35](=[O:44])[CH2:36][C:37]([CH3:42])([CH3:43])[CH2:38][C:39]([OH:41])=[O:40])[CH2:20][CH2:19]4)[CH2:16][CH2:15]2)=[O:11])=[CH:59][CH:58]=1. The yield is 0.810. (4) The reactants are [Cl:1][C:2]1[C:3]([S:14][C:15]2[S:16][C:17]3[CH:23]=[CH:22][C:21]([C:24]([F:27])([F:26])[F:25])=[CH:20][C:18]=3[N:19]=2)=[C:4]([C:11](=[O:13])[CH3:12])[CH:5]=[C:6]([N+:8]([O-])=O)[CH:7]=1.O.O.[Sn](Cl)(Cl)(Cl)Cl. No catalyst specified. The product is [NH2:8][C:6]1[CH:7]=[C:2]([Cl:1])[C:3]([S:14][C:15]2[S:16][C:17]3[CH:23]=[CH:22][C:21]([C:24]([F:26])([F:25])[F:27])=[CH:20][C:18]=3[N:19]=2)=[C:4]([C:11](=[O:13])[CH3:12])[CH:5]=1. The yield is 1.00. (5) The reactants are O[C:2]1[CH:7]=[C:6](OC)[CH:5]=[C:4]([O:10]C)[C:3]=1[CH:12](SCCC(O)=O)[CH2:13]C(C)C.CC1C=C[C@@H](C(C)C)CC=1.[N+](CC)([O-])=O.[C].[S].CN(C1C=CC2N=C3C(=CC(C=C3)=[N+](C)C)SC=2C=1)C. The catalyst is C1CCCCC1.[N+](C)([O-])=O. The product is [CH:7]1[CH:2]=[C:3]2[CH:12]=[CH:13][O:10][C:4]2=[CH:5][CH:6]=1. The yield is 0.530.